This data is from Full USPTO retrosynthesis dataset with 1.9M reactions from patents (1976-2016). The task is: Predict the reactants needed to synthesize the given product. (1) Given the product [Br:1][C:2]1[CH:7]=[CH:6][C:5]([CH:8]=[CH:9][CH:10]=[N:27][N:26]([CH3:28])[CH3:25])=[C:4]([O:12][C:13]([CH3:17])([C:15]#[CH:16])[CH3:14])[CH:3]=1, predict the reactants needed to synthesize it. The reactants are: [Br:1][C:2]1[CH:7]=[CH:6][C:5]([CH:8]=[CH:9][CH:10]=O)=[C:4]([O:12][C:13]([CH3:17])([C:15]#[CH:16])[CH3:14])[CH:3]=1.O.S([O-])([O-])(=O)=O.[Mg+2].[CH3:25][N:26]([CH3:28])[NH2:27]. (2) Given the product [C:1]([O:4][C:5]1[CH:12]=[CH:11][C:8]([CH:9]=[CH2:10])=[CH:7][CH:6]=1)(=[O:3])[CH3:2].[C:13]([O:18][C:19]([CH3:22])([CH3:21])[CH3:20])(=[O:17])[C:14]([CH3:16])=[CH2:15].[C:23]([O:28][C:29]1[CH:34]=[CH:33][C:32]([C:35]2[CH:40]=[CH:39][CH:38]=[CH:37][CH:36]=2)=[CH:31][CH:30]=1)(=[O:27])[C:24]([CH3:26])=[CH2:25], predict the reactants needed to synthesize it. The reactants are: [C:1]([O:4][C:5]1[CH:12]=[CH:11][C:8]([CH:9]=[CH2:10])=[CH:7][CH:6]=1)(=[O:3])[CH3:2].[C:13]([O:18][C:19]([CH3:22])([CH3:21])[CH3:20])(=[O:17])[C:14]([CH3:16])=[CH2:15].[C:23]([O:28][C:29]1[CH:34]=[CH:33][C:32]([C:35]2[CH:40]=[CH:39][CH:38]=[CH:37][CH:36]=2)=[CH:31][CH:30]=1)(=[O:27])[C:24]([CH3:26])=[CH2:25].N(C(C)(C)C(OC)=O)=NC(C)(C)C(OC)=O. (3) Given the product [CH3:28][S:29][CH2:30][CH2:31][NH:32][C:23]([C:21]1[CH:20]=[CH:19][C:16]2[N:17]([CH3:18])[C:13]([NH:12][C:10]3[S:11][C:7]4[CH:6]=[C:5]([S:2]([CH3:1])(=[O:4])=[O:3])[CH:27]=[CH:26][C:8]=4[N:9]=3)=[N:14][C:15]=2[CH:22]=1)=[O:24], predict the reactants needed to synthesize it. The reactants are: [CH3:1][S:2]([C:5]1[CH:27]=[CH:26][C:8]2[N:9]=[C:10]([NH:12][C:13]3[N:17]([CH3:18])[C:16]4[CH:19]=[CH:20][C:21]([C:23](O)=[O:24])=[CH:22][C:15]=4[N:14]=3)[S:11][C:7]=2[CH:6]=1)(=[O:4])=[O:3].[CH3:28][S:29][CH2:30][CH2:31][NH2:32].CN(C(ON1N=NC2C=CC=CC1=2)=[N+](C)C)C.F[P-](F)(F)(F)(F)F.CCN(C(C)C)C(C)C.